From a dataset of Peptide-MHC class I binding affinity with 185,985 pairs from IEDB/IMGT. Regression. Given a peptide amino acid sequence and an MHC pseudo amino acid sequence, predict their binding affinity value. This is MHC class I binding data. (1) The peptide sequence is YQRALHTSI. The MHC is HLA-B46:01 with pseudo-sequence HLA-B46:01. The binding affinity (normalized) is 0.0847. (2) The peptide sequence is GLYSSTVPV. The MHC is HLA-C06:02 with pseudo-sequence HLA-C06:02. The binding affinity (normalized) is 0. (3) The peptide sequence is NAPNHEGI. The MHC is Mamu-A01 with pseudo-sequence Mamu-A01. The binding affinity (normalized) is 0.183. (4) The peptide sequence is VMNSNTLLSAW. The MHC is HLA-B57:01 with pseudo-sequence HLA-B57:01. The binding affinity (normalized) is 0.248. (5) The peptide sequence is RFPDLVTDL. The MHC is Mamu-A01 with pseudo-sequence Mamu-A01. The binding affinity (normalized) is 0.560. (6) The binding affinity (normalized) is 0.0847. The MHC is HLA-A68:02 with pseudo-sequence HLA-A68:02. The peptide sequence is YEDQLHRAS. (7) The peptide sequence is VGVIMYSVF. The MHC is H-2-Db with pseudo-sequence H-2-Db. The binding affinity (normalized) is 0.156.